Dataset: Reaction yield outcomes from USPTO patents with 853,638 reactions. Task: Predict the reaction yield, written as a fraction of the theoretical maximum amount of product (1.0 means a 100% yield; for example, 0.34 means a 34% yield). (1) The reactants are [Cl:1][C:2]1[N:11]=[C:10]([NH:12][C@H:13]([C:15]2[CH:20]=[CH:19][C:18]([NH:21][C:22](=[O:30])[C:23]3[CH:28]=[CH:27][C:26]([F:29])=[CH:25][CH:24]=3)=[CH:17][CH:16]=2)[CH3:14])[C:9]2[C:4](=[C:5]([CH3:31])[CH:6]=[CH:7][CH:8]=2)[N:3]=1.[ClH:32].[CH3:33]N. No catalyst specified. The product is [ClH:1].[ClH:32].[CH3:33][C:2]1[N:11]=[C:10]([NH:12][C@H:13]([C:15]2[CH:20]=[CH:19][C:18]([NH:21][C:22](=[O:30])[C:23]3[CH:28]=[CH:27][C:26]([F:29])=[CH:25][CH:24]=3)=[CH:17][CH:16]=2)[CH3:14])[C:9]2[C:4](=[C:5]([CH3:31])[CH:6]=[CH:7][CH:8]=2)[N:3]=1. The yield is 0.500. (2) The reactants are [NH2:1][C:2]1[C:11]([F:12])=[C:10](F)[C:9]([O:14][CH3:15])=[C:8]2[C:3]=1[C:4](=[O:22])[C:5]([C:19]([OH:21])=[O:20])=[CH:6][N:7]2[CH:16]1[CH2:18][CH2:17]1.[CH3:23][N:24]([C:28]1[CH:33]=[CH:32][CH:31]=[CH:30][N:29]=1)[CH2:25][CH2:26][NH2:27].C(N(CC)CC)C. The catalyst is CS(C)=O. The product is [NH2:1][C:2]1[C:11]([F:12])=[C:10]([NH:27][CH2:26][CH2:25][N:24]([CH3:23])[C:28]2[CH:33]=[CH:32][CH:31]=[CH:30][N:29]=2)[C:9]([O:14][CH3:15])=[C:8]2[C:3]=1[C:4](=[O:22])[C:5]([C:19]([OH:21])=[O:20])=[CH:6][N:7]2[CH:16]1[CH2:18][CH2:17]1. The yield is 0.480. (3) The reactants are [CH2:1]([O:3][C:4](=[O:15])[CH:5]([NH:7][CH2:8][C:9]1[CH:14]=[CH:13][CH:12]=[CH:11][CH:10]=1)[CH3:6])[CH3:2].[O-]S([O-])(=O)=O.[Mg+2].C(O)(=O)C.[Cl:26][CH2:27][CH:28]=O.C(O[BH-](OC(=O)C)OC(=O)C)(=O)C.[Na+]. The catalyst is C(Cl)Cl. The product is [CH2:1]([O:3][C:4](=[O:15])[CH:5]([N:7]([CH2:8][C:9]1[CH:14]=[CH:13][CH:12]=[CH:11][CH:10]=1)[CH2:28][CH2:27][Cl:26])[CH3:6])[CH3:2]. The yield is 0.850.